From a dataset of Forward reaction prediction with 1.9M reactions from USPTO patents (1976-2016). Predict the product of the given reaction. Given the reactants [H-].[Na+].C1COCC1.[O:8]=[C:9]1[CH:15]([NH:16][C:17](=[O:23])[O:18][C:19]([CH3:22])([CH3:21])[CH3:20])[CH2:14][CH2:13][C:12]2[CH:24]=[CH:25][CH:26]=[CH:27][C:11]=2[NH:10]1.[F:28][C:29]1[CH:30]=[C:31]([CH:34]=[C:35]([F:37])[CH:36]=1)[CH2:32]Br, predict the reaction product. The product is: [F:28][C:29]1[CH:30]=[C:31]([CH:34]=[C:35]([F:37])[CH:36]=1)[CH2:32][N:10]1[C:11]2[CH:27]=[CH:26][CH:25]=[CH:24][C:12]=2[CH2:13][CH2:14][CH:15]([NH:16][C:17](=[O:23])[O:18][C:19]([CH3:21])([CH3:22])[CH3:20])[C:9]1=[O:8].